Dataset: CYP2C19 inhibition data for predicting drug metabolism from PubChem BioAssay. Task: Regression/Classification. Given a drug SMILES string, predict its absorption, distribution, metabolism, or excretion properties. Task type varies by dataset: regression for continuous measurements (e.g., permeability, clearance, half-life) or binary classification for categorical outcomes (e.g., BBB penetration, CYP inhibition). Dataset: cyp2c19_veith. (1) The molecule is CC(=O)N(/N=C1\Sc2ccccc2C1=O)c1ccccc1C. The result is 1 (inhibitor). (2) The drug is CN1CCN(c2ccc3nc(-c4ccc5nc(-c6ccc(O)cc6)[nH]c5c4)[nH]c3c2)CC1. The result is 0 (non-inhibitor). (3) The drug is CC(C)(C)N(NC(=O)Nc1ccc(Cl)c(Cl)c1)C(=O)c1ccccc1. The result is 1 (inhibitor).